Dataset: Forward reaction prediction with 1.9M reactions from USPTO patents (1976-2016). Task: Predict the product of the given reaction. Given the reactants Cl[CH2:2][CH2:3][CH2:4][CH2:5][CH2:6][CH2:7][C@@H:8]1[CH2:25][C:24]2[CH:23]=[C:22]([OH:26])[CH:21]=[CH:20][C:19]=2[C@@H:18]2[C@@H:9]1[C@H:10]1[C@@:14]([CH2:16][C@@H:17]2[F:27])([CH3:15])[C:13](=[O:28])[CH2:12][CH2:11]1.[I-:29].[Na+].O, predict the reaction product. The product is: [F:27][C@H:17]1[CH2:16][C@@:14]2([CH3:15])[C@@H:10]([CH2:11][CH2:12][C:13]2=[O:28])[C@H:9]2[C@H:18]1[C:19]1[CH:20]=[CH:21][C:22]([OH:26])=[CH:23][C:24]=1[CH2:25][C@H:8]2[CH2:7][CH2:6][CH2:5][CH2:4][CH2:3][CH2:2][I:29].